The task is: Predict the product of the given reaction.. This data is from Forward reaction prediction with 1.9M reactions from USPTO patents (1976-2016). (1) Given the reactants [OH:1][C:2]1[CH:9]=[CH:8][C:5]([C:6]#[N:7])=[CH:4][CH:3]=1.C(=O)([O-])[O-].[K+].[K+].C[CH:17](C)[CH2:18][C:19](=[O:21])C.BrCCCO, predict the reaction product. The product is: [OH:21][CH2:19][CH2:18][CH2:17][O:1][C:2]1[CH:9]=[CH:8][C:5]([C:6]#[N:7])=[CH:4][CH:3]=1. (2) Given the reactants [Cl:1][C:2]1[C:11]2[C:6](=[CH:7][C:8]([O:17][CH3:18])=[C:9]([S:12][C:13]([CH3:16])([CH3:15])[CH3:14])[CH:10]=2)[N:5]=[CH:4][CH:3]=1.[OH:19]OS([O-])=O.[K+].[OH2:25], predict the reaction product. The product is: [Cl:1][C:2]1[C:11]2[C:6](=[CH:7][C:8]([O:17][CH3:18])=[C:9]([S:12]([C:13]([CH3:14])([CH3:15])[CH3:16])(=[O:19])=[O:25])[CH:10]=2)[N:5]=[CH:4][CH:3]=1. (3) The product is: [CH3:17][CH2:16][O:18][C:19]([C@@H:21]1[CH2:25][CH2:24][C:23](=[O:26])[N:22]1[C:9]([O:11][C:12]([CH3:13])([CH3:14])[CH3:15])=[O:10])=[O:20]. Given the reactants [C:9](O[C:9]([O:11][C:12]([CH3:15])([CH3:14])[CH3:13])=[O:10])([O:11][C:12]([CH3:15])([CH3:14])[CH3:13])=[O:10].[CH2:16]([O:18][C:19]([C@@H:21]1[CH2:25][CH2:24][C:23](=[O:26])[NH:22]1)=[O:20])[CH3:17].C([O-])(O)=O.[Na+].O, predict the reaction product.